From a dataset of Peptide-MHC class II binding affinity with 134,281 pairs from IEDB. Regression. Given a peptide amino acid sequence and an MHC pseudo amino acid sequence, predict their binding affinity value. This is MHC class II binding data. (1) The binding affinity (normalized) is 0.590. The peptide sequence is IGLVTQTINDFYFVI. The MHC is DRB1_0701 with pseudo-sequence DRB1_0701. (2) The peptide sequence is EGHLRFLKNIILPVY. The MHC is HLA-DPA10301-DPB10402 with pseudo-sequence HLA-DPA10301-DPB10402. The binding affinity (normalized) is 0.725. (3) The peptide sequence is PYPQPQLPY. The MHC is DRB1_1201 with pseudo-sequence DRB1_1201. The binding affinity (normalized) is 0.113.